This data is from Forward reaction prediction with 1.9M reactions from USPTO patents (1976-2016). The task is: Predict the product of the given reaction. (1) The product is: [CH3:16][O:15][C:13]([C:11]1[CH:12]=[C:4]([O:3][C:2]([F:1])([F:17])[F:18])[CH:5]=[C:6]2[C:10]=1[N:9]([CH2:20][CH:21]([CH3:23])[CH3:22])[N:8]=[CH:7]2)=[O:14]. Given the reactants [F:1][C:2]([F:18])([F:17])[O:3][C:4]1[CH:5]=[C:6]2[C:10](=[C:11]([C:13]([O:15][CH3:16])=[O:14])[CH:12]=1)[NH:9][N:8]=[CH:7]2.I[CH2:20][CH:21]([CH3:23])[CH3:22], predict the reaction product. (2) Given the reactants [NH2:1][C:2]1[S:3][CH:4]=[C:5]([C:7]2[CH:12]=[CH:11][C:10]([CH2:13][CH2:14][C:15]([O:17]CC)=[O:16])=[CH:9][CH:8]=2)[N:6]=1.[C:20](Cl)(=[O:22])[CH3:21].N1C=CC=CC=1.[OH-].[Na+], predict the reaction product. The product is: [C:20]([NH:1][C:2]1[S:3][CH:4]=[C:5]([C:7]2[CH:8]=[CH:9][C:10]([CH2:13][CH2:14][C:15]([OH:17])=[O:16])=[CH:11][CH:12]=2)[N:6]=1)(=[O:22])[CH3:21].